This data is from NCI-60 drug combinations with 297,098 pairs across 59 cell lines. The task is: Regression. Given two drug SMILES strings and cell line genomic features, predict the synergy score measuring deviation from expected non-interaction effect. (1) Drug 1: CN(C)N=NC1=C(NC=N1)C(=O)N. Drug 2: B(C(CC(C)C)NC(=O)C(CC1=CC=CC=C1)NC(=O)C2=NC=CN=C2)(O)O. Cell line: MCF7. Synergy scores: CSS=-1.99, Synergy_ZIP=0.0505, Synergy_Bliss=-1.39, Synergy_Loewe=-2.89, Synergy_HSA=-2.39. (2) Drug 1: C1=C(C(=O)NC(=O)N1)N(CCCl)CCCl. Drug 2: CC1CCCC2(C(O2)CC(NC(=O)CC(C(C(=O)C(C1O)C)(C)C)O)C(=CC3=CSC(=N3)C)C)C. Cell line: MDA-MB-231. Synergy scores: CSS=10.1, Synergy_ZIP=-7.20, Synergy_Bliss=-6.50, Synergy_Loewe=-5.94, Synergy_HSA=-5.86.